Dataset: Forward reaction prediction with 1.9M reactions from USPTO patents (1976-2016). Task: Predict the product of the given reaction. Given the reactants [C:1]1(=[O:5])[CH2:4][CH2:3][CH2:2]1.[CH2:6]([Mg]Cl)[C:7]1[CH:12]=[CH:11][CH:10]=[CH:9][CH:8]=1, predict the reaction product. The product is: [CH2:6]([C:1]1([OH:5])[CH2:4][CH2:3][CH2:2]1)[C:7]1[CH:12]=[CH:11][CH:10]=[CH:9][CH:8]=1.